From a dataset of Reaction yield outcomes from USPTO patents with 853,638 reactions. Predict the reaction yield, written as a fraction of the theoretical maximum amount of product (1.0 means a 100% yield; for example, 0.34 means a 34% yield). (1) The reactants are [NH2:1][C:2]1[NH:3][C:4](=[O:22])[C:5]2[CH:10]=[C:9]([CH2:11][CH2:12][CH2:13][C:14]3[S:18][C:17]([C:19]([OH:21])=O)=[CH:16][CH:15]=3)[NH:8][C:6]=2[N:7]=1.CN1CCOCC1.ClC1N=C(OC)N=C(OC)N=1.Cl.[CH2:42]([O:44][C:45](=[O:55])[C@H:46]([CH2:48][CH2:49][C:50]([O:52][CH2:53][CH3:54])=[O:51])[NH2:47])[CH3:43]. The catalyst is CN(C=O)C. The product is [CH2:42]([O:44][C:45](=[O:55])[C@@H:46]([NH:47][C:19]([C:17]1[S:18][C:14]([CH2:13][CH2:12][CH2:11][C:9]2[NH:8][C:6]3[N:7]=[C:2]([NH2:1])[NH:3][C:4](=[O:22])[C:5]=3[CH:10]=2)=[CH:15][CH:16]=1)=[O:21])[CH2:48][CH2:49][C:50]([O:52][CH2:53][CH3:54])=[O:51])[CH3:43]. The yield is 0.630. (2) The reactants are [F:1][C@H:2]1[CH2:6][N:5]([C:7]([O:9][C:10]([CH3:13])([CH3:12])[CH3:11])=[O:8])[C@H:4]([CH2:14]O)[CH2:3]1.[C:16]([NH:23][S:24]([C:27]1[CH:32]=[CH:31][CH:30]=[CH:29][C:28]=1[N+:33]([O-:35])=[O:34])(=[O:26])=[O:25])([O:18][C:19]([CH3:22])([CH3:21])[CH3:20])=[O:17].C1(P(C2C=CC=CC=2)C2C=CC=CC=2)C=CC=CC=1.CCOC(/N=N/C(OCC)=O)=O.C1(C)C=CC=CC=1. The catalyst is C1(C)C=CC=CC=1. The product is [C:19]([O:18][C:16]([N:23]([CH2:14][C@@H:4]1[CH2:3][C@@H:2]([F:1])[CH2:6][N:5]1[C:7]([O:9][C:10]([CH3:11])([CH3:12])[CH3:13])=[O:8])[S:24]([C:27]1[CH:32]=[CH:31][CH:30]=[CH:29][C:28]=1[N+:33]([O-:35])=[O:34])(=[O:26])=[O:25])=[O:17])([CH3:22])([CH3:20])[CH3:21]. The yield is 0.450. (3) The reactants are Br[C:2]1[CH:7]=[C:6]([N+:8]([O-:10])=[O:9])[CH:5]=[CH:4][C:3]=1[NH:11][C:12]([CH3:15])([CH3:14])[CH3:13].[C:16]([Si:18]([CH3:21])([CH3:20])[CH3:19])#[CH:17].N#N. The catalyst is CCN(CC)CC.Cl[Pd](Cl)([P](C1C=CC=CC=1)(C1C=CC=CC=1)C1C=CC=CC=1)[P](C1C=CC=CC=1)(C1C=CC=CC=1)C1C=CC=CC=1.[Cu]I. The product is [C:12]([NH:11][C:3]1[CH:4]=[CH:5][C:6]([N+:8]([O-:10])=[O:9])=[CH:7][C:2]=1[C:17]#[C:16][Si:18]([CH3:21])([CH3:20])[CH3:19])([CH3:15])([CH3:14])[CH3:13]. The yield is 0.160. (4) The reactants are C(O[C:4]([CH:6]1[CH2:11][CH2:10][N:9]([C:12]([O:14][C:15]([CH3:18])([CH3:17])[CH3:16])=[O:13])[CH2:8][CH2:7]1)=[O:5])C.[C:19]([O:22][CH2:23][CH3:24])(=[O:21])[CH3:20].CC(C)([O-])C.[K+].O. The catalyst is CN(C=O)C. The product is [C:15]([O:14][C:12]([N:9]1[CH2:8][CH2:7][CH:6]([C:4](=[O:5])[CH2:20][C:19]([O:22][CH2:23][CH3:24])=[O:21])[CH2:11][CH2:10]1)=[O:13])([CH3:16])([CH3:17])[CH3:18]. The yield is 0.470. (5) The reactants are I[C:2]1[CH:19]=[N:18][C:5]2[NH:6][CH2:7][CH2:8][N:9]([C:10]([C:12]3[CH:17]=[CH:16][CH:15]=[CH:14][CH:13]=3)=O)[C:4]=2[CH:3]=1.[CH2:20]([O:22][C:23]([C:25]1[CH:30]=[CH:29][C:28](B(O)O)=[CH:27][CH:26]=1)=[O:24])[CH3:21]. No catalyst specified. The product is [CH2:20]([O:22][C:23](=[O:24])[C:25]1[CH:30]=[CH:29][C:28]([C:2]2[CH:19]=[N:18][C:5]3[NH:6][CH2:7][CH2:8][N:9]([CH2:10][C:12]4[CH:17]=[CH:16][CH:15]=[CH:14][CH:13]=4)[C:4]=3[CH:3]=2)=[CH:27][CH:26]=1)[CH3:21]. The yield is 0.420.